The task is: Predict the product of the given reaction.. This data is from Forward reaction prediction with 1.9M reactions from USPTO patents (1976-2016). (1) Given the reactants [NH2:1][C:2]1[CH:7]=[CH:6][C:5]([NH2:8])=[CH:4][C:3]=1[S:9]([NH2:12])(=[O:11])=[O:10].[C:13](O[C:13]([O:15][C:16]([CH3:19])([CH3:18])[CH3:17])=[O:14])([O:15][C:16]([CH3:19])([CH3:18])[CH3:17])=[O:14], predict the reaction product. The product is: [NH2:1][C:2]1[CH:7]=[CH:6][C:5]([NH:8][C:13](=[O:14])[O:15][C:16]([CH3:19])([CH3:18])[CH3:17])=[CH:4][C:3]=1[S:9]([NH2:12])(=[O:10])=[O:11]. (2) Given the reactants FC(F)(F)C([NH:5][C@H:6]1[C:14]2[C:9](=[CH:10][CH:11]=[C:12]([CH3:15])[CH:13]=2)[C@@H:8]([OH:16])[CH2:7]1)=O.[CH2:19](O[C@H]1C2C(=CC(OCCC)=CC=2)[C@@H](N)C1)[CH:20]=[CH2:21], predict the reaction product. The product is: [CH2:21]([O:16][C@H:8]1[C:9]2[C:14](=[CH:13][C:12]([CH3:15])=[CH:11][CH:10]=2)[C@@H:6]([NH2:5])[CH2:7]1)[CH:20]=[CH2:19]. (3) Given the reactants [CH3:1][CH:2]([CH3:38])[C@H:3]([N:8]1[CH2:16][C:15]2[C:10](=[CH:11][C:12]([C:17]3[CH:22]=[CH:21][C:20]([NH:23][C:24]([C:26]4SC(C5C=CC=CC=5)=C[N:30]=4)=[O:25])=[CH:19][CH:18]=3)=[CH:13][CH:14]=2)[C:9]1=[O:37])[C:4]([O:6][CH3:7])=[O:5].NC1C=CC([C:46]2[CH:54]=[C:53]3[C:49](C[N:51]([C@@H](C(C)C)C(OC)=O)[C:52]3=[O:55])=[CH:48][CH:47]=2)=CC=1.C1(C2OC(C(OCC)=O)=NN=2)C=CC=CC=1, predict the reaction product. The product is: [CH3:1][CH:2]([CH3:38])[C@H:3]([N:8]1[CH2:16][C:15]2[C:10](=[CH:11][C:12]([C:17]3[CH:18]=[CH:19][C:20]([NH:23][C:24]([C:26]4[O:55][C:52]([C:53]5[CH:54]=[CH:46][CH:47]=[CH:48][CH:49]=5)=[N:51][N:30]=4)=[O:25])=[CH:21][CH:22]=3)=[CH:13][CH:14]=2)[C:9]1=[O:37])[C:4]([O:6][CH3:7])=[O:5].